Dataset: Catalyst prediction with 721,799 reactions and 888 catalyst types from USPTO. Task: Predict which catalyst facilitates the given reaction. (1) Reactant: [CH2:1]([NH:8][CH2:9][C:10]([C:12]1[CH:17]=[CH:16][C:15]([O:18][CH3:19])=[CH:14][CH:13]=1)=[O:11])[C:2]1[CH:7]=[CH:6][CH:5]=[CH:4][CH:3]=1.[CH3:20][O:21][C:22]1[CH:23]=[C:24]([CH:27]=[CH:28][CH:29]=1)[CH:25]=O.[BH-](OC(C)=O)(OC(C)=O)OC(C)=O.[Na+].C([O-])(O)=O.[Na+]. Product: [CH2:1]([N:8]([CH2:25][C:24]1[CH:27]=[CH:28][CH:29]=[C:22]([O:21][CH3:20])[CH:23]=1)[CH2:9][C:10]([C:12]1[CH:13]=[CH:14][C:15]([O:18][CH3:19])=[CH:16][CH:17]=1)=[O:11])[C:2]1[CH:3]=[CH:4][CH:5]=[CH:6][CH:7]=1. The catalyst class is: 26. (2) Reactant: [CH3:1][N:2]([CH2:4][C:5]1[N:6]=[C:7]([C:14]2[CH:19]=[CH:18][CH:17]=[CH:16][N:15]=2)[S:8][C:9]=1[C:10](OC)=[O:11])[CH3:3].[H-].[Al+3].[Li+].[H-].[H-].[H-].[C@H](O)(C([O-])=O)[C@@H](O)C([O-])=O.[Na+].[K+]. Product: [CH3:3][N:2]([CH2:4][C:5]1[N:6]=[C:7]([C:14]2[CH:19]=[CH:18][CH:17]=[CH:16][N:15]=2)[S:8][C:9]=1[CH2:10][OH:11])[CH3:1]. The catalyst class is: 7. (3) Reactant: [CH2:1]([N:3]([CH2:7][CH2:8][CH2:9][C:10]#[C:11][C:12]1[CH:13]=[C:14]2[C:18](=[CH:19][CH:20]=1)[N:17]([C:21]1[CH:26]=[CH:25][C:24]([C:27]#[CH:28])=[CH:23][CH:22]=1)[CH:16]=[CH:15]2)[CH2:4][CH2:5][OH:6])[CH3:2]. Product: [CH2:1]([N:3]([CH2:7][CH2:8][CH2:9][CH2:10][CH2:11][C:12]1[CH:13]=[C:14]2[C:18](=[CH:19][CH:20]=1)[N:17]([C:21]1[CH:26]=[CH:25][C:24]([CH2:27][CH3:28])=[CH:23][CH:22]=1)[CH:16]=[CH:15]2)[CH2:4][CH2:5][OH:6])[CH3:2]. The catalyst class is: 19.